Dataset: Forward reaction prediction with 1.9M reactions from USPTO patents (1976-2016). Task: Predict the product of the given reaction. (1) Given the reactants [CH3:1][O:2][C:3]1[C:8]2=[CH:9][CH:10]=[C:11]3[C:20]([N:19]=[C:18]4[C:13]([C:14]([CH3:24])=[CH:15][CH:16]=[C:17]4[C:21]([OH:23])=O)=[N:12]3)=[C:7]2[CH:6]=[CH:5][CH:4]=1.[CH3:25][N:26]([CH3:30])[CH2:27][CH2:28][NH2:29], predict the reaction product. The product is: [CH3:25][N:26]([CH3:30])[CH2:27][CH2:28][NH:29][C:21]([C:17]1[C:18]2[C:13](=[N:12][C:11]3[C:20]([N:19]=2)=[C:7]2[CH:6]=[CH:5][CH:4]=[C:3]([O:2][CH3:1])[C:8]2=[CH:9][CH:10]=3)[C:14]([CH3:24])=[CH:15][CH:16]=1)=[O:23]. (2) Given the reactants [Cl:1][C:2]1[C:7]([O:8][CH3:9])=[CH:6][C:5]([O:10][CH3:11])=[C:4]([Cl:12])[C:3]=1[C:13]1[N:18]=[CH:17][C:16]2[C:19]([C:22]3[CH:23]=[N:24][N:25]([CH2:27][C:28](O)=[O:29])[CH:26]=3)=[N:20][NH:21][C:15]=2[CH:14]=1.Cl.[NH:32]1[CH2:36][CH2:35][CH:34]([C:37]#[N:38])[CH2:33]1, predict the reaction product. The product is: [Cl:12][C:4]1[C:5]([O:10][CH3:11])=[CH:6][C:7]([O:8][CH3:9])=[C:2]([Cl:1])[C:3]=1[C:13]1[N:18]=[CH:17][C:16]2[C:19]([C:22]3[CH:23]=[N:24][N:25]([CH2:27][C:28]([N:32]4[CH2:36][CH2:35][CH:34]([C:37]#[N:38])[CH2:33]4)=[O:29])[CH:26]=3)=[N:20][NH:21][C:15]=2[CH:14]=1. (3) Given the reactants Cl.Cl.[N:3]12[CH2:11][CH2:10][CH:7]([CH2:8][CH2:9]1)[NH:6][CH2:5][CH2:4]2.[CH:12]1([C:15]2[NH:19][N:18]=[C:17]([C:20](O)=[O:21])[CH:16]=2)[CH2:14][CH2:13]1, predict the reaction product. The product is: [CH:12]1([C:15]2[NH:19][N:18]=[C:17]([C:20]([N:6]3[CH:7]4[CH2:10][CH2:11][N:3]([CH2:9][CH2:8]4)[CH2:4][CH2:5]3)=[O:21])[CH:16]=2)[CH2:14][CH2:13]1. (4) Given the reactants C[O:2][C:3]([C@H:5]1[NH:21][C:20](=[O:22])[C@H:19]([CH:23]([CH3:25])[CH3:24])[NH:18][C:17](=[O:26])[C@@H:16]([NH:27][S:28]([CH3:31])(=[O:30])=[O:29])[CH2:15][C:14]2=[CH:32][CH:33]=[C:11]([CH:12]=[CH:13]2)[O:10][CH2:9][CH2:8][CH2:7][CH2:6]1)=O.CC(C[AlH]CC(C)C)C.CCOC(C)=O, predict the reaction product. The product is: [CH:3]([C@H:5]1[NH:21][C:20](=[O:22])[C@H:19]([CH:23]([CH3:25])[CH3:24])[NH:18][C:17](=[O:26])[C@@H:16]([NH:27][S:28]([CH3:31])(=[O:30])=[O:29])[CH2:15][C:14]2=[CH:32][CH:33]=[C:11]([CH:12]=[CH:13]2)[O:10][CH2:9][CH2:8][CH2:7][CH2:6]1)=[O:2]. (5) Given the reactants C1(S([N:10]2[C:14]3[CH:15]=[N:16][C:17]([C:30]#[N:31])=[C:18]([O:19][CH:20]4[CH2:25][CH2:24][N:23]([CH2:26][CH:27]([F:29])[F:28])[CH2:22][CH2:21]4)[C:13]=3[C:12]3[CH:32]=[CH:33][CH:34]=[N:35][C:11]2=3)(=O)=O)C=CC=CC=1.C(=O)([O-])[O-].[K+].[K+], predict the reaction product. The product is: [F:29][CH:27]([F:28])[CH2:26][N:23]1[CH2:22][CH2:21][CH:20]([O:19][C:18]2[C:13]3[C:12]4[CH:32]=[CH:33][CH:34]=[N:35][C:11]=4[NH:10][C:14]=3[CH:15]=[N:16][C:17]=2[C:30]#[N:31])[CH2:25][CH2:24]1. (6) Given the reactants [C:1]1([CH:7]([C:9]2[CH:10]=[N:11][CH:12]=[CH:13][CH:14]=2)O)[CH:6]=[CH:5][CH:4]=[CH:3][CH:2]=1.S(Cl)([Cl:17])=O, predict the reaction product. The product is: [Cl:17][CH:7]([C:1]1[CH:6]=[CH:5][CH:4]=[CH:3][CH:2]=1)[C:9]1[CH:10]=[N:11][CH:12]=[CH:13][CH:14]=1. (7) Given the reactants [CH2:1]([O:8][C:9]([N:11]1[C@@H:15]([C:16]([OH:18])=[O:17])[CH2:14][NH:13][C:12]1=[O:19])=[O:10])[C:2]1[CH:7]=[CH:6][CH:5]=[CH:4][CH:3]=1.S(Cl)(Cl)=O.[CH3:24]O, predict the reaction product. The product is: [O:19]=[C:12]1[NH:13][CH2:14][C@H:15]([C:16]([O:18][CH3:24])=[O:17])[N:11]1[C:9]([O:8][CH2:1][C:2]1[CH:7]=[CH:6][CH:5]=[CH:4][CH:3]=1)=[O:10]. (8) Given the reactants [F:1][C:2]1[CH:3]=[C:4]2[C:8](=[CH:9][C:10]=1[S:11]([C:14]1[CH:19]=[CH:18][C:17]([O:20][CH3:21])=[CH:16][CH:15]=1)(=[O:13])=[O:12])[N:7]([Si](C(C)C)(C(C)C)C(C)C)[CH2:6][C:5]2([CH3:33])[CH3:32].CCCC[N+](CCCC)(CCCC)CCCC.[F-], predict the reaction product. The product is: [F:1][C:2]1[CH:3]=[C:4]2[C:8](=[CH:9][C:10]=1[S:11]([C:14]1[CH:19]=[CH:18][C:17]([O:20][CH3:21])=[CH:16][CH:15]=1)(=[O:13])=[O:12])[NH:7][CH2:6][C:5]2([CH3:33])[CH3:32]. (9) Given the reactants [C:1]([C:4]1[CH:9]=[CH:8][C:7]([CH2:10][C:11]([OH:13])=[O:12])=[C:6]([Cl:14])[CH:5]=1)(=[O:3])[CH3:2].C(N(CC)CC)C.[N+:22]([C:25]1[CH:32]=[CH:31][C:28]([CH2:29]Br)=[CH:27][CH:26]=1)([O-:24])=[O:23], predict the reaction product. The product is: [C:1]([C:4]1[CH:9]=[CH:8][C:7]([CH2:10][C:11]([O:13][CH2:29][C:28]2[CH:31]=[CH:32][C:25]([N+:22]([O-:24])=[O:23])=[CH:26][CH:27]=2)=[O:12])=[C:6]([Cl:14])[CH:5]=1)(=[O:3])[CH3:2].